Dataset: NCI-60 drug combinations with 297,098 pairs across 59 cell lines. Task: Regression. Given two drug SMILES strings and cell line genomic features, predict the synergy score measuring deviation from expected non-interaction effect. Drug 1: CC1=C(C(CCC1)(C)C)C=CC(=CC=CC(=CC(=O)O)C)C. Drug 2: CC12CCC3C(C1CCC2OP(=O)(O)O)CCC4=C3C=CC(=C4)OC(=O)N(CCCl)CCCl.[Na+]. Cell line: SN12C. Synergy scores: CSS=20.2, Synergy_ZIP=-5.61, Synergy_Bliss=3.46, Synergy_Loewe=-1.91, Synergy_HSA=0.972.